Dataset: Experimentally validated miRNA-target interactions with 360,000+ pairs, plus equal number of negative samples. Task: Binary Classification. Given a miRNA mature sequence and a target amino acid sequence, predict their likelihood of interaction. (1) The miRNA is hsa-miR-4740-3p with sequence GCCCGAGAGGAUCCGUCCCUGC. The protein sequence of the target gene is MGKSIPQYLGQLDIRKSVVSLATGAGAIYLLYKAIKAGIKCKPPLCSNSPICIARLAVERERHGRDSGELRRLLNSLECKQDEYAKSMILHSITRCVYLLEAEASACTTDDIVLLGYMLDDKDNSVKTQALNTLKAFSGIRKFRLKIQEHSIKVLELISTIWDTELHIAGLRLLNNLPLPDYVHPQLRRVMPALMEILQSDYILAQVQAVRLLSYLAQKNDLLYDILNCQVHSNFLNLFQPTQSGSLLYEVLVFAERLSEGRNAPHYHVVKWHYNEQSLHESLFGEESRLADRLLALVIH.... Result: 0 (no interaction). (2) The miRNA is hsa-miR-27a-3p with sequence UUCACAGUGGCUAAGUUCCGC. The protein sequence of the target gene is MERVTLALLLLAGLTALEANDPFANKDDPFYYDWKNLQLSGLICGGLLAIAGIAAVLSGKCKCKSSQKQHSPVPEKAIPLITPGSATTC. Result: 0 (no interaction). (3) The miRNA is hsa-miR-214-5p with sequence UGCCUGUCUACACUUGCUGUGC. The protein sequence of the target gene is MKDMPLRIHVLLGLAITTLVQAVDKKVDCPRLCTCEIRPWFTPRSIYMEASTVDCNDLGLLTFPARLPANTQILLLQTNNIAKIEYSTDFPVNLTGLDLSQNNLSSVTNINVKKMPQLLSVYLEENKLTELPEKCLSELSNLQELYINHNLLSTISPGAFIGLHNLLRLHLNSNRLQMINSKWFDALPNLEILMIGENPIIRIKDMNFKPLINLRSLVIAGINLTEIPDNALVGLENLESISFYDNRLIKVPHVALQKVVNLKFLDLNKNPINRIRRGDFSNMLHLKELGINNMPELISI.... Result: 0 (no interaction). (4) The miRNA is mmu-let-7f-5p with sequence UGAGGUAGUAGAUUGUAUAGUU. The protein sequence of the target gene is MDFLEEPFPDVGTYEDFHTIDWLREKSRDTDRHRKITSKSKESIWEFIKSLLDAWSGWVVMLLIGLLAGTLAGVIDLAVDWMTDLKEGVCLSAFWYSHEQCCWTSNETTFEDRDKCPLWQKWSELLLSQSEGASAYILNYLMYILWALLFAFLAVSLVRVFAPYACGSGIPEIKTILSGFIIRGYLGKWTLLIKTVTLVLVVSSGLSLGKEGPLVHVACCCGNFFSSLFSKYSKNEGKRREVLSAAAAAGVSVAFGAPIGGVLFSLEEVSYYFPLKTLWRSFFAALVAAFTLRSINPFGN.... Result: 0 (no interaction). (5) The protein sequence of the target gene is MPGRLLRGLWQRWRRYKYRFVPWIALNLSHNPRTLRYVPEESKDKVISDEDVLGTLLKVFQALFLNDFNKQSEILSMLPESVKSKYQDLLAVEHQGVKLLENRHQQQSTFKPEEILYKTLGFSVAQATSSLISAGKGVFVTKGLVPKGAVVSMYPGTVYQKYEPIFFQSIGNPFIFRCLDGVLIDGNDKGISKVVYRSCNGRDRLGPLKMSDSTWLTSEIHNPLAVGQYVNNCSNDRAANVCYQEFDVPAVFPIELKQYLPNIAYSYDKQSPLRCVVLVALRDINQGEELFSNYYTIVS. Result: 1 (interaction). The miRNA is hsa-miR-6864-5p with sequence UUGAAGGGACAAGUCAGAUAUGCC. (6) The miRNA is hsa-miR-877-3p with sequence UCCUCUUCUCCCUCCUCCCAG. The protein sequence of the target gene is MSSHLVEPPPPLHNNNNNCEENEQSLPPPAGLNSSWVELPMNSSNGNDNGNGKNGGLEHVPSSSSIHNGDMEKILLDAQHESGQSSSRGSSHCDSPSPQEDGQIMFDVEMHTSRDHSSQSEEEVVEGEKEVEALKKSADWVSDWSSRPENIPPKEFHFRHPKRSVSLSMRKSGAMKKGGIFSAEFLKVFIPSLFLSHVLALGLGIYIGKRLSTPSASTY. Result: 1 (interaction). (7) The miRNA is mmu-miR-148a-3p with sequence UCAGUGCACUACAGAACUUUGU. The protein sequence of the target gene is MSSDEEKYSLPVVQNDSSRGSSVSSNLQEEYEELLHYAIVTPNIEPCASQSSHPKGELVPDVRISTIHDILHSQGNNSEVRETAIEVGKGCDFHISSHSKTDESSPVLSPRKPSHPVMDFFSSHLLADSSSPATNSSHTDAHEILVSDFLVSDENLQKMENVLDLWSSGLKTNIISELSKWRLNFIDWHRMEMRKEKEKHAAHLKQLCNQINELKELQKTFEISIGRKDEVISSLSHAIGKQKEKIELMRTFFHWRIGHVRARQDVYEGKLADQYYQRTLLKKVWKVWRSVVQKQWKDVV.... Result: 0 (no interaction).